Dataset: Forward reaction prediction with 1.9M reactions from USPTO patents (1976-2016). Task: Predict the product of the given reaction. (1) Given the reactants [Br:1][C:2]1[CH:7]=[CH:6][C:5](OC)=[CH:4][C:3]=1I.[C:11]1(B(O)O)[CH:16]=[CH:15][CH:14]=[CH:13][CH:12]=1.[C:20]([O-:23])([O-])=O.[Na+].[Na+].CCO, predict the reaction product. The product is: [Br:1][C:2]1[CH:7]=[C:6]([O:23][CH3:20])[CH:5]=[CH:4][C:3]=1[C:11]1[CH:16]=[CH:15][CH:14]=[CH:13][CH:12]=1. (2) Given the reactants Cl[C:2]1[CH:11]=[C:10]2[C:5]([CH:6]=[C:7]([C:13]3[CH:18]=[CH:17][CH:16]=[CH:15][C:14]=3[C:19]([F:22])([F:21])[F:20])[NH:8][C:9]2=[O:12])=[CH:4][CH:3]=1.[NH:23]1[CH2:28][CH2:27][CH:26]([CH2:29][OH:30])[CH2:25][CH2:24]1.[Cl-].[NH4+], predict the reaction product. The product is: [OH:30][CH2:29][CH:26]1[CH2:27][CH2:28][N:23]([C:2]2[CH:11]=[C:10]3[C:5]([CH:6]=[C:7]([C:13]4[CH:18]=[CH:17][CH:16]=[CH:15][C:14]=4[C:19]([F:22])([F:21])[F:20])[NH:8][C:9]3=[O:12])=[CH:4][CH:3]=2)[CH2:24][CH2:25]1. (3) The product is: [CH2:1]([O:4][CH2:5][C:6]([O:8][CH2:10][C:11]#[N:12])=[O:7])[CH:2]=[CH2:3]. Given the reactants [CH2:1]([O:4][CH2:5][C:6]([OH:8])=[O:7])[CH:2]=[CH2:3].Br[CH2:10][C:11]#[N:12].C(N(CC)CC)C, predict the reaction product. (4) The product is: [NH2:4][C:5]1[CH:12]=[CH:11][C:8]([CH:9]=[O:10])=[CH:7][C:6]=1[N+:13]([O-:15])=[O:14]. Given the reactants C([NH:4][C:5]1[CH:12]=[CH:11][C:8]([CH:9]=[O:10])=[CH:7][C:6]=1[N+:13]([O-:15])=[O:14])(=O)C.Cl, predict the reaction product.